From a dataset of Full USPTO retrosynthesis dataset with 1.9M reactions from patents (1976-2016). Predict the reactants needed to synthesize the given product. (1) Given the product [Cl:31][C:25]1[CH:24]=[C:23]([N:20]2[C:21]([CH3:22])=[C:17]([O:16][C:13]3[CH:14]=[CH:15][C:10]([C:9]4[N:5]5[C:6]([O:3][C:1]([CH3:2])=[N:4]5)=[CH:7][N:8]=4)=[CH:11][CH:12]=3)[C:18]([CH3:32])=[N:19]2)[CH:28]=[CH:27][C:26]=1[C:29]#[N:30], predict the reactants needed to synthesize it. The reactants are: [C:1]([NH:4][NH:5][C:6](=O)[CH2:7][NH:8][C:9](=O)[C:10]1[CH:15]=[CH:14][C:13]([O:16][C:17]2[C:18]([CH3:32])=[N:19][N:20]([C:23]3[CH:28]=[CH:27][C:26]([C:29]#[N:30])=[C:25]([Cl:31])[CH:24]=3)[C:21]=2[CH3:22])=[CH:12][CH:11]=1)(=[O:3])[CH3:2]. (2) The reactants are: [CH3:1][S:2](Cl)(=[O:4])=[O:3].[F:6][C:7]1([F:13])[CH2:9][CH:8]1[CH2:10][CH2:11][OH:12].C(N(CC)CC)C.O. Given the product [CH3:1][S:2]([O:12][CH2:11][CH2:10][CH:8]1[CH2:9][C:7]1([F:13])[F:6])(=[O:4])=[O:3], predict the reactants needed to synthesize it.